This data is from Forward reaction prediction with 1.9M reactions from USPTO patents (1976-2016). The task is: Predict the product of the given reaction. (1) Given the reactants [NH2:1][C:2]1[CH:7]=[CH:6][C:5]([OH:8])=[CH:4][CH:3]=1.Br[CH2:10][C:11]([O:13][CH2:14][CH3:15])=[O:12], predict the reaction product. The product is: [NH2:1][C:2]1[CH:7]=[CH:6][C:5]([O:8][CH2:10][C:11]([O:13][CH2:14][CH3:15])=[O:12])=[CH:4][CH:3]=1. (2) Given the reactants [N+:1]([C:4]1[C:5]([NH2:15])=[CH:6][C:7]([N:10]2[CH2:14][CH2:13][CH2:12][CH2:11]2)=[N:8][CH:9]=1)([O-])=O, predict the reaction product. The product is: [N:10]1([C:7]2[N:8]=[CH:9][C:4]([NH2:1])=[C:5]([NH2:15])[CH:6]=2)[CH2:14][CH2:13][CH2:12][CH2:11]1. (3) Given the reactants [CH2:1]([O:5][C:6]1[N:14]=[C:13]2[C:9]([N:10]=[C:11]([O:39]C)[N:12]2[CH:15]([O:22][CH2:23][CH2:24][CH2:25][NH:26][CH2:27][C:28]2[CH:33]=[CH:32][CH:31]=[C:30]([CH2:34][C:35]([O:37][CH3:38])=[O:36])[CH:29]=2)[C:16]2[CH:21]=[CH:20][CH:19]=[CH:18][CH:17]=2)=[C:8]([NH2:41])[N:7]=1)[CH2:2][CH2:3][CH3:4].S(=O)(=O)(O)O.C(=O)([O-])O.[Na+], predict the reaction product. The product is: [CH2:1]([O:5][C:6]1[N:14]=[C:13]2[C:9]([NH:10][C:11](=[O:39])[N:12]2[CH:15]([O:22][CH2:23][CH2:24][CH2:25][NH:26][CH2:27][C:28]2[CH:33]=[CH:32][CH:31]=[C:30]([CH2:34][C:35]([O:37][CH3:38])=[O:36])[CH:29]=2)[C:16]2[CH:17]=[CH:18][CH:19]=[CH:20][CH:21]=2)=[C:8]([NH2:41])[N:7]=1)[CH2:2][CH2:3][CH3:4]. (4) Given the reactants Cl.[C:2]([C:4]1([NH:10][C:11]([CH:13]([NH:19][C:20]([N:22]2[CH2:27][CH2:26][O:25][CH2:24][CH2:23]2)=[O:21])[CH2:14][C:15]([CH3:18])([CH3:17])[CH3:16])=[O:12])[CH2:9][CH2:8][NH:7][CH2:6][CH2:5]1)#[N:3].[N:28]1[CH:33]=[CH:32][CH:31]=[C:30]([CH2:34][N:35]=[C:36]=[O:37])[CH:29]=1.CN1CCOCC1, predict the reaction product. The product is: [C:2]([C:4]1([NH:10][C:11]([CH:13]([NH:19][C:20]([N:22]2[CH2:23][CH2:24][O:25][CH2:26][CH2:27]2)=[O:21])[CH2:14][C:15]([CH3:18])([CH3:17])[CH3:16])=[O:12])[CH2:5][CH2:6][N:7]([C:36](=[O:37])[NH:35][CH2:34][C:30]2[CH:29]=[N:28][CH:33]=[CH:32][CH:31]=2)[CH2:8][CH2:9]1)#[N:3]. (5) Given the reactants Cl[C:2]1[N:7]=[C:6]([CH:8]([F:10])[F:9])[C:5]([F:11])=[CH:4][N:3]=1.[Br:12][C:13]1[CH:14]=[C:15]([CH:17]=[C:18]([CH3:20])[CH:19]=1)[NH2:16], predict the reaction product. The product is: [Br:12][C:13]1[CH:14]=[C:15]([NH:16][C:2]2[N:7]=[C:6]([CH:8]([F:10])[F:9])[C:5]([F:11])=[CH:4][N:3]=2)[CH:17]=[C:18]([CH3:20])[CH:19]=1. (6) Given the reactants [F:1][C:2]1[CH:8]=[C:7]([I:9])[CH:6]=[CH:5][C:3]=1[NH2:4].[Li+].C[Si]([N-][Si](C)(C)C)(C)C.F[C:21]1[CH:26]=[C:25]([F:27])[CH:24]=[C:23]([F:28])[C:22]=1[N+:29]([O-:31])=[O:30], predict the reaction product. The product is: [F:1][C:2]1[CH:8]=[C:7]([I:9])[CH:6]=[CH:5][C:3]=1[NH:4][C:21]1[CH:26]=[C:25]([F:27])[CH:24]=[C:23]([F:28])[C:22]=1[N+:29]([O-:31])=[O:30].